Dataset: Reaction yield outcomes from USPTO patents with 853,638 reactions. Task: Predict the reaction yield, written as a fraction of the theoretical maximum amount of product (1.0 means a 100% yield; for example, 0.34 means a 34% yield). (1) The reactants are C([Sn](CCCC)(CCCC)[C:6]1[S:7][CH:8]=[CH:9][N:10]=1)CCC.Br[C:20]1[CH:26]=[CH:25][C:24]([F:27])=[CH:23][C:21]=1[NH2:22]. No catalyst specified. The product is [F:27][C:24]1[CH:25]=[CH:26][C:20]([C:6]2[S:7][CH:8]=[CH:9][N:10]=2)=[C:21]([NH2:22])[CH:23]=1. The yield is 0.510. (2) The reactants are F[C:2]1[CH:7]=[CH:6][C:5]([N+:8]([O-:10])=[O:9])=[C:4]([O:11][CH3:12])[C:3]=1[F:13].[N:14]1([C:20](=[O:22])[CH3:21])[CH2:19][CH2:18][NH:17][CH2:16][CH2:15]1.C(=O)([O-])[O-].[Cs+].[Cs+]. The catalyst is CC(N(C)C)=O.O. The product is [F:13][C:3]1[C:4]([O:11][CH3:12])=[C:5]([N+:8]([O-:10])=[O:9])[CH:6]=[CH:7][C:2]=1[N:17]1[CH2:18][CH2:19][N:14]([C:20](=[O:22])[CH3:21])[CH2:15][CH2:16]1. The yield is 0.890. (3) The reactants are [O:1]=[C:2]1[C:7]([CH2:8][C:9]2[CH:14]=[CH:13][C:12]([C:15]3[C:16]([C:21]#[N:22])=[CH:17][CH:18]=[CH:19][CH:20]=3)=[CH:11][CH:10]=2)=[C:6]([CH2:23][CH2:24][CH3:25])[N:5]2[N:26]=[CH:27][N:28]=[C:4]2[NH:3]1.[S:29]1[CH:33]=[CH:32][C:31](B(O)O)=[CH:30]1.C(N(CC)CC)C.N1C=CC=CC=1. The catalyst is ClCCl.C(OCC)(=O)C.C([O-])(=O)C.[Cu+2].C([O-])(=O)C. The product is [O:1]=[C:2]1[C:7]([CH2:8][C:9]2[CH:10]=[CH:11][C:12]([C:15]3[C:16]([C:21]#[N:22])=[CH:17][CH:18]=[CH:19][CH:20]=3)=[CH:13][CH:14]=2)=[C:6]([CH2:23][CH2:24][CH3:25])[N:5]2[N:26]=[CH:27][N:28]=[C:4]2[N:3]1[C:31]1[CH:32]=[CH:33][S:29][CH:30]=1. The yield is 0.850. (4) The reactants are [CH:1]1([C:4]2[N:9]=[C:8]([N:10]3[CH2:15][CH2:14][N:13]([CH2:16][CH2:17][CH2:18][CH:19]=[CH:20][C:21]4[N:30]=[C:29]5[C:24]([CH2:25][CH2:26][C:27](=[O:31])[NH:28]5)=[CH:23][CH:22]=4)[CH2:12][CH2:11]3)[CH:7]=[CH:6][CH:5]=2)[CH2:3][CH2:2]1. The catalyst is C1COCC1.[Pd]. The product is [CH:1]1([C:4]2[N:9]=[C:8]([N:10]3[CH2:15][CH2:14][N:13]([CH2:16][CH2:17][CH2:18][CH2:19][CH2:20][C:21]4[N:30]=[C:29]5[C:24]([CH2:25][CH2:26][C:27](=[O:31])[NH:28]5)=[CH:23][CH:22]=4)[CH2:12][CH2:11]3)[CH:7]=[CH:6][CH:5]=2)[CH2:2][CH2:3]1. The yield is 0.830.